The task is: Predict the reaction yield, written as a fraction of the theoretical maximum amount of product (1.0 means a 100% yield; for example, 0.34 means a 34% yield).. This data is from Reaction yield outcomes from USPTO patents with 853,638 reactions. (1) The reactants are C([O:3][C:4](=[O:12])[CH2:5][N:6]1[CH2:11][CH2:10][O:9][CH2:8][CH2:7]1)C.[OH-].[K+:14]. The catalyst is C(O)C. The product is [K+:14].[N:6]1([CH2:5][C:4]([O-:12])=[O:3])[CH2:11][CH2:10][O:9][CH2:8][CH2:7]1. The yield is 1.00. (2) The reactants are C(OC([N:8]1[CH2:12][CH2:11][CH2:10][C@H:9]1[CH2:13][O:14][C:15]1[CH:20]=[CH:19][C:18]([O:21][C:22]2[CH:27]=[CH:26][C:25]([CH3:28])=[CH:24][CH:23]=2)=[CH:17][CH:16]=1)=O)(C)(C)C.[ClH:29]. The catalyst is O1CCOCC1. The product is [ClH:29].[C:25]1([CH3:28])[CH:24]=[CH:23][C:22]([O:21][C:18]2[CH:19]=[CH:20][C:15]([O:14][CH2:13][C@@H:9]3[CH2:10][CH2:11][CH2:12][NH:8]3)=[CH:16][CH:17]=2)=[CH:27][CH:26]=1.[C:25]1([CH3:28])[CH:24]=[CH:23][C:22]([O:21][C:18]2[CH:19]=[CH:20][C:15]([O:14][CH2:13][C@@H:9]3[CH2:10][CH2:11][CH2:12][NH:8]3)=[CH:16][CH:17]=2)=[CH:27][CH:26]=1. The yield is 0.930. (3) The reactants are COC1C=C(OC)C=CC=1C[N:6]1[CH2:21][C:20]2([CH2:25][CH2:24][CH2:23][CH2:22]2)[N:19]2[CH:8]([CH2:9][C:10](=[O:26])[C:11]3[CH:16]=[N:15][C:14]([S:17][CH3:18])=[N:13][C:12]=32)[C:7]1=[O:27]. The catalyst is FC(F)(F)C(O)=O. The product is [CH3:18][S:17][C:14]1[N:15]=[CH:16][C:11]2[C:10](=[O:26])[CH2:9][CH:8]3[C:7](=[O:27])[NH:6][CH2:21][C:20]4([CH2:25][CH2:24][CH2:23][CH2:22]4)[N:19]3[C:12]=2[N:13]=1. The yield is 0.230. (4) The reactants are [CH3:1][C:2]1[C:3]2[C:9](=O)[CH2:8][CH:7]([CH2:11][N+:12]([O-:14])=[O:13])[C:4]=2[S:5][CH:6]=1. The catalyst is B.C1COCC1. The product is [CH3:1][C:2]1[C:3]2[CH2:9][CH2:8][CH:7]([CH2:11][N+:12]([O-:14])=[O:13])[C:4]=2[S:5][CH:6]=1. The yield is 0.564. (5) The reactants are [OH:1][CH:2]1[CH2:7][CH2:6][O:5][CH2:4][CH2:3]1.C(N(CC)CC)C.[CH3:15][S:16](Cl)(=[O:18])=[O:17]. The catalyst is C(Cl)Cl. The product is [CH3:15][S:16]([O:1][CH:2]1[CH2:7][CH2:6][O:5][CH2:4][CH2:3]1)(=[O:18])=[O:17]. The yield is 0.990. (6) The reactants are [Br:1][C:2]1[CH:3]=[N:4][N:5]([CH3:36])[C:6]=1[C:7]1[CH:8]=[C:9]([C:13]([NH:15][C@H:16]([CH2:24][N:25]2C(=O)C3C(=CC=CC=3)C2=O)[CH2:17][CH:18]2[CH2:23][CH2:22][CH2:21][CH2:20][CH2:19]2)=[O:14])[S:10][C:11]=1[Cl:12].NN. The catalyst is O1CCCC1.CO. The product is [NH2:25][CH2:24][C@@H:16]([NH:15][C:13]([C:9]1[S:10][C:11]([Cl:12])=[C:7]([C:6]2[N:5]([CH3:36])[N:4]=[CH:3][C:2]=2[Br:1])[CH:8]=1)=[O:14])[CH2:17][CH:18]1[CH2:19][CH2:20][CH2:21][CH2:22][CH2:23]1. The yield is 0.240. (7) The reactants are [CH2:1]([O:3][C:4](=[O:17])[CH2:5][C:6]1[N:10]2[CH:11]=[C:12]([C:15]#N)[CH:13]=[CH:14][C:9]2=[N:8][CH:7]=1)[CH3:2].O.[PH2]([O-])=[O:20].[Na+]. The catalyst is O.N1C=CC=CC=1.C(O)(=O)C.[Ni]. The product is [CH2:1]([O:3][C:4](=[O:17])[CH2:5][C:6]1[N:10]2[CH:11]=[C:12]([CH:15]=[O:20])[CH:13]=[CH:14][C:9]2=[N:8][CH:7]=1)[CH3:2]. The yield is 0.420. (8) The reactants are [CH3:1][N:2]1[CH:6]=[CH:5][N:4]=[C:3]1[Si](CC)(CC)CC.C([Li])(C)(C)C.CCCCC.[C:24]([C:26]1[CH:33]=[CH:32][C:29]([CH:30]=[O:31])=[CH:28][CH:27]=1)#[N:25]. The catalyst is C1COCC1. The product is [OH:31][CH:30]([C:6]1[N:2]([CH3:1])[CH:3]=[N:4][CH:5]=1)[C:29]1[CH:32]=[CH:33][C:26]([C:24]#[N:25])=[CH:27][CH:28]=1. The yield is 0.890. (9) The yield is 0.400. The catalyst is C(Cl)Cl. The product is [NH2:47][C:7]1[CH:6]=[C:5]([NH:8][C:9]([CH:24]2[CH2:23][CH2:22][N:28]([C:56]([O:55][C:34]([CH3:35])([CH3:39])[CH3:33])=[O:57])[CH2:26][CH2:25]2)=[O:17])[CH:4]=[C:3]([C:18]([F:19])([F:20])[F:21])[CH:2]=1. The reactants are Cl[C:2]1[CH:7]=[CH:6][C:5]([NH:8][C:9](=[O:17])OC2C=CC=CC=2)=[CH:4][C:3]=1[C:18]([F:21])([F:20])[F:19].[CH:22]1[CH:23]=[CH:24][C:25]2N(O)N=[N:28][C:26]=2C=1.F[C:33](F)(F)[C:34]1[CH:35]=C(N)C=C(N)[CH:39]=1.C([N:47](C(C)C)CC)(C)C.CC[O:55][C:56](C)=[O:57]. (10) The yield is 0.910. The product is [OH:23][CH2:22][C:10]1[CH2:11][CH2:12][N:13]([C:15]([O:17][C:18]([CH3:20])([CH3:19])[CH3:21])=[O:16])[CH2:14][C:9]=1[C:8]1[N:4]([CH:1]([CH3:3])[CH3:2])[N:5]=[CH:6][CH:7]=1. The catalyst is C1COCC1. The reactants are [CH:1]([N:4]1[C:8]([C:9]2[CH2:14][N:13]([C:15]([O:17][C:18]([CH3:21])([CH3:20])[CH3:19])=[O:16])[CH2:12][CH2:11][C:10]=2[C:22](OCC)=[O:23])=[CH:7][CH:6]=[N:5]1)([CH3:3])[CH3:2].[H-].[H-].[H-].[H-].[Li+].[Al+3].